From a dataset of CYP3A4 inhibition data for predicting drug metabolism from PubChem BioAssay. Regression/Classification. Given a drug SMILES string, predict its absorption, distribution, metabolism, or excretion properties. Task type varies by dataset: regression for continuous measurements (e.g., permeability, clearance, half-life) or binary classification for categorical outcomes (e.g., BBB penetration, CYP inhibition). Dataset: cyp3a4_veith. The drug is O=C(O)C[C@H]1OCC=C2CN3CC[C@@]45C6=CC(=O)C(=O)C([N+](=O)[O-])=C6N[C@H]4[C@H]1[C@H]2C[C@@H]35. The result is 0 (non-inhibitor).